The task is: Regression. Given a peptide amino acid sequence and an MHC pseudo amino acid sequence, predict their binding affinity value. This is MHC class I binding data.. This data is from Peptide-MHC class I binding affinity with 185,985 pairs from IEDB/IMGT. (1) The MHC is HLA-A02:02 with pseudo-sequence HLA-A02:02. The peptide sequence is QQNNSFIIST. The binding affinity (normalized) is 0.182. (2) The peptide sequence is WYDWQQVPF. The MHC is HLA-A24:03 with pseudo-sequence HLA-A24:03. The binding affinity (normalized) is 0.820.